From a dataset of Catalyst prediction with 721,799 reactions and 888 catalyst types from USPTO. Predict which catalyst facilitates the given reaction. Reactant: [CH3:1][NH:2][CH2:3][CH2:4][CH2:5][O:6][C:7]1[CH:8]=[N:9][C:10]([CH3:13])=[CH:11][CH:12]=1.[O:14]=[C:15]([OH:27])[C@@H:16]([C@H:18]([C@H:20]([C@@H:22]([C:24]([OH:26])=[O:25])[OH:23])[OH:21])[OH:19])[OH:17].O. Product: [O:14]=[C:15]([OH:27])[C@@H:16]([C@H:18]([C@H:20]([C@@H:22]([C:24]([OH:26])=[O:25])[OH:23])[OH:21])[OH:19])[OH:17].[CH3:1][NH:2][CH2:3][CH2:4][CH2:5][O:6][C:7]1[CH:8]=[N:9][C:10]([CH3:13])=[CH:11][CH:12]=1.[CH3:1][NH:2][CH2:3][CH2:4][CH2:5][O:6][C:7]1[CH:8]=[N:9][C:10]([CH3:13])=[CH:11][CH:12]=1. The catalyst class is: 8.